From a dataset of Catalyst prediction with 721,799 reactions and 888 catalyst types from USPTO. Predict which catalyst facilitates the given reaction. (1) Reactant: [CH3:1][C:2]([O:4][C@H:5]1[C:14]2[C@@:15]3([CH3:30])[C@@H:26]([CH2:27][O:28][CH3:29])[O:25][C:23](=[O:24])[C:17]4=[CH:18][O:19][C:20]([C:21](=[O:22])[C:13]=2[C@@H:8]2[CH2:9][CH2:10][C@H:11]([OH:12])[C@@:7]2([CH3:31])[CH2:6]1)=[C:16]34)=[O:3].[N:32]1([CH:38]2[CH2:43][CH2:42][NH:41][CH2:40][CH2:39]2)[CH2:37][CH2:36][CH2:35][CH2:34][CH2:33]1. Product: [N:32]1([CH:38]2[CH2:43][CH2:42][N:41]([CH:18]=[C:17]3[C:16]4[C:15]([CH3:30])([C:14]5[CH:5]([O:4][C:2](=[O:3])[CH3:1])[CH2:6][C:7]6([CH3:31])[CH:8]([C:13]=5[C:21](=[O:22])[C:20]=4[OH:19])[CH2:9][CH2:10][CH:11]6[OH:12])[CH:26]([CH2:27][O:28][CH3:29])[O:25][C:23]3=[O:24])[CH2:40][CH2:39]2)[CH2:37][CH2:36][CH2:35][CH2:34][CH2:33]1. The catalyst class is: 2. (2) Reactant: Cl[C:2]1[N:3]=[C:4]([NH:21][CH3:22])[C:5]2[CH2:10][CH2:9][CH:8]([C:11]3[CH:12]=[N:13][C:14]([C:17]([F:20])([F:19])[F:18])=[CH:15][CH:16]=3)[C:6]=2[N:7]=1.[CH3:23][O:24][C:25]1[CH:26]=[C:27]([CH:29]=[CH:30][C:31]=1[N:32]1[CH:36]=[N:35][C:34]([CH3:37])=[N:33]1)[NH2:28].[OH:38]S(O)(=O)=O.[CH3:43][OH:44]. The catalyst class is: 37. Product: [CH3:23][O:24][C:25]1[CH:26]=[C:27]([NH:28][C:2]2[N:3]=[C:4]([NH:21][CH3:22])[C:5]3[CH2:10][CH2:9][CH:8]([C:11]4[CH:12]=[N:13][C:14]([C:17]([F:20])([F:19])[F:18])=[CH:15][CH:16]=4)[C:6]=3[N:7]=2)[CH:29]=[CH:30][C:31]=1[N:32]1[CH:36]=[N:35][C:34]([CH3:37])=[N:33]1.[C:43]([OH:38])([C:17]([F:20])([F:19])[F:18])=[O:44]. (3) Reactant: Cl[CH2:2][CH2:3][C:4]([N:6]1[C:14]2[C:9](=[CH:10][C:11]([C:15]#[N:16])=[CH:12][CH:13]=2)[CH2:8][CH2:7]1)=[O:5].[C:17]([O:21][C:22]([N:24]1[CH2:31][CH:30]2[O:32][CH:26]([CH2:27][NH:28][CH2:29]2)[CH2:25]1)=[O:23])([CH3:20])([CH3:19])[CH3:18].C(=O)([O-])[O-].[K+].[K+]. Product: [O:5]=[C:4]([N:6]1[C:14]2[C:9](=[CH:10][C:11]([C:15]#[N:16])=[CH:12][CH:13]=2)[CH2:8][CH2:7]1)[CH2:3][CH2:2][N:28]1[CH2:27][CH:26]2[O:32][CH:30]([CH2:31][N:24]([C:22]([O:21][C:17]([CH3:20])([CH3:19])[CH3:18])=[O:23])[CH2:25]2)[CH2:29]1. The catalyst class is: 10. (4) Reactant: [OH:1][C:2]1[CH:9]=[CH:8][C:5]([CH:6]=[O:7])=[CH:4][C:3]=1[C:10]1[CH:15]=[CH:14][C:13]([O:16][CH3:17])=[CH:12][CH:11]=1.C(=O)([O-])[O-].[K+].[K+].[I-].[K+].[CH2:26](I)[CH3:27]. Product: [CH2:26]([O:1][C:2]1[CH:9]=[CH:8][C:5]([CH:6]=[O:7])=[CH:4][C:3]=1[C:10]1[CH:15]=[CH:14][C:13]([O:16][CH3:17])=[CH:12][CH:11]=1)[CH3:27]. The catalyst class is: 3. (5) Reactant: [CH2:1]([C:4]1[C:9]([O:10][CH2:11][C:12]2[CH:17]=[CH:16][C:15]([O:18][CH3:19])=[CH:14][CH:13]=2)=[CH:8][CH:7]=[CH:6][C:5]=1[C@@H:20]([OH:39])[C:21]#[C:22][CH2:23][CH2:24][CH:25]([O:31][CH2:32][C:33]1[CH:38]=[CH:37][CH:36]=[CH:35][CH:34]=1)[CH2:26][CH2:27][CH2:28][CH2:29][CH3:30])[CH:2]=[CH2:3].[Cr](Cl)([O-])(=O)=O.[NH+]1C=CC=CC=1.CCCCCCC. Product: [CH2:1]([C:4]1[C:9]([O:10][CH2:11][C:12]2[CH:17]=[CH:16][C:15]([O:18][CH3:19])=[CH:14][CH:13]=2)=[CH:8][CH:7]=[CH:6][C:5]=1[C:20](=[O:39])[C:21]#[C:22][CH2:23][CH2:24][C@@H:25]([O:31][CH2:32][C:33]1[CH:38]=[CH:37][CH:36]=[CH:35][CH:34]=1)[CH2:26][CH2:27][CH2:28][CH2:29][CH3:30])[CH:2]=[CH2:3]. The catalyst class is: 4. (6) Reactant: [CH2:1]([O:3][C:4]([CH:6]1[CH2:9][CH2:8][CH:7]1[C:10](=[O:18])[C:11]1[CH:16]=[CH:15][C:14]([OH:17])=[CH:13][CH:12]=1)=[O:5])[CH3:2].C(=O)([O-])[O-].[K+].[K+].Br[CH:26]([Cl:29])[CH2:27][CH3:28]. Product: [CH2:1]([O:3][C:4]([CH:6]1[CH2:9][CH2:8][CH:7]1[C:10](=[O:18])[C:11]1[CH:12]=[CH:13][C:14]([O:17][CH2:28][CH2:27][CH2:26][Cl:29])=[CH:15][CH:16]=1)=[O:5])[CH3:2]. The catalyst class is: 21.